From a dataset of Forward reaction prediction with 1.9M reactions from USPTO patents (1976-2016). Predict the product of the given reaction. (1) Given the reactants C(OC([N:8]1[CH2:13][CH2:12][N:11]([C:14]2[CH:19]=[CH:18][C:17]([CH3:20])=[CH:16][C:15]=2[CH:21]2[CH2:23][CH2:22]2)[CH2:10][CH2:9]1)=O)(C)(C)C.[ClH:24].C(OCC)(=O)C, predict the reaction product. The product is: [ClH:24].[CH:21]1([C:15]2[CH:16]=[C:17]([CH3:20])[CH:18]=[CH:19][C:14]=2[N:11]2[CH2:12][CH2:13][NH:8][CH2:9][CH2:10]2)[CH2:22][CH2:23]1. (2) Given the reactants [F:1][C:2]1[CH:7]=[C:6]([CH3:8])[CH:5]=[CH:4][C:3]=1[C@:9]1([CH3:18])[CH2:13][C@@H:12]([C:14]([F:17])([F:16])[F:15])[O:11][NH:10]1, predict the reaction product. The product is: [NH2:10][C@@:9]([C:3]1[CH:4]=[CH:5][C:6]([CH3:8])=[CH:7][C:2]=1[F:1])([CH3:18])[CH2:13][C@H:12]([OH:11])[C:14]([F:15])([F:16])[F:17]. (3) The product is: [F:30][C:23]1[CH:22]=[CH:21][C:20]([CH2:19][N:1]2[C:10]3[C:5](=[CH:6][CH:7]=[CH:8][CH:9]=3)[C:4](=[O:11])[CH:3]=[N:2]2)=[CH:29][C:24]=1[C:25]([O:27][CH3:28])=[O:26]. Given the reactants [NH:1]1[C:10]2[C:5](=[CH:6][CH:7]=[CH:8][CH:9]=2)[C:4](=[O:11])[CH:3]=[N:2]1.C([O-])([O-])=O.[K+].[K+].Br[CH2:19][C:20]1[CH:21]=[CH:22][C:23]([F:30])=[C:24]([CH:29]=1)[C:25]([O:27][CH3:28])=[O:26].C(Cl)Cl.CO, predict the reaction product.